This data is from Reaction yield outcomes from USPTO patents with 853,638 reactions. The task is: Predict the reaction yield, written as a fraction of the theoretical maximum amount of product (1.0 means a 100% yield; for example, 0.34 means a 34% yield). (1) The reactants are C([N:8]1[CH2:13][CH2:12][CH:11]([C:14]2[CH:19]=[CH:18][C:17]([C:20]3[N:25]=[C:24]([C:26]4[CH:30]=[C:29]([CH3:31])[NH:28][C:27]=4[CH3:32])[CH:23]=[CH:22][CH:21]=3)=[CH:16][CH:15]=2)[CH2:10][CH2:9]1)C1C=CC=CC=1.C([O-])=O.[NH4+]. The catalyst is [Pd].C(O)C. The product is [CH3:32][C:27]1[NH:28][C:29]([CH3:31])=[CH:30][C:26]=1[C:24]1[CH:23]=[CH:22][CH:21]=[C:20]([C:17]2[CH:18]=[CH:19][C:14]([CH:11]3[CH2:12][CH2:13][NH:8][CH2:9][CH2:10]3)=[CH:15][CH:16]=2)[N:25]=1. The yield is 0.770. (2) The reactants are [C:1]([N:4]1[C:13]2[C:8](=[CH:9][CH:10]=[C:11]([F:14])[CH:12]=2)[CH:7]([O:15]C(=O)C)[CH2:6][CH:5]1[CH3:19])(=[O:3])[CH3:2].[OH-].[Na+].O. The catalyst is C(O)C. The product is [C:1]([N:4]1[C:13]2[C:8](=[CH:9][CH:10]=[C:11]([F:14])[CH:12]=2)[C@@H:7]([OH:15])[CH2:6][C@@H:5]1[CH3:19])(=[O:3])[CH3:2]. The yield is 0.340. (3) The reactants are CC1(C)C(C)(C)[O:5][B:4]([C:9]2[CH:10]=[C:11]3[C:17]([C:18]([O:20][CH3:21])=[O:19])=[N:16][N:15]([CH2:22][O:23][CH2:24][CH2:25][Si:26]([CH3:29])([CH3:28])[CH3:27])[C:12]3=[N:13][CH:14]=2)[O:3]1.C([O-])(=O)C.[NH4+].I([O-])(=O)(=O)=O.[Na+]. The catalyst is CC(C)=O.O. The product is [CH3:21][O:20][C:18]([C:17]1[C:11]2[C:12](=[N:13][CH:14]=[C:9]([B:4]([OH:5])[OH:3])[CH:10]=2)[N:15]([CH2:22][O:23][CH2:24][CH2:25][Si:26]([CH3:27])([CH3:29])[CH3:28])[N:16]=1)=[O:19]. The yield is 0.740. (4) The reactants are O/[N:2]=[C:3](\[CH3:7])/[C:4](=O)[CH3:5].[CH3:8][C:9]1([CH3:17])[CH2:14][C:13](=O)[CH2:12][C:11](=[O:16])[CH2:10]1. The catalyst is C(O)(=O)C.O.[Zn]. The product is [CH3:7][C:3]1[NH:2][C:13]2[CH2:14][C:9]([CH3:8])([CH3:17])[CH2:10][C:11](=[O:16])[C:12]=2[C:4]=1[CH3:5]. The yield is 0.460. (5) The reactants are C([Si](C)(C)[C:6]1[N:10]([CH3:11])[C:9]([C:12]2[S:20][C:19]3[C:14](=[N:15][CH:16]=[CH:17][C:18]=3[Cl:21])[CH:13]=2)=[CH:8][N:7]=1)(C)(C)C.Cl. The catalyst is CO.O. The product is [Cl:21][C:18]1[CH:17]=[CH:16][N:15]=[C:14]2[CH:13]=[C:12]([C:9]3[N:10]([CH3:11])[CH:6]=[N:7][CH:8]=3)[S:20][C:19]=12. The yield is 0.840.